From a dataset of Full USPTO retrosynthesis dataset with 1.9M reactions from patents (1976-2016). Predict the reactants needed to synthesize the given product. (1) The reactants are: [Cl:1][C:2]1[CH:3]=[CH:4][C:5]([NH:18][CH2:19][CH:20]2[CH2:25]CNCC2)=[C:6]([CH:17]=1)[C:7]([NH:9][C:10]1[CH:15]=[CH:14][C:13]([Cl:16])=[CH:12][N:11]=1)=[O:8].Cl[C:27]1[CH:32]=[CH:31][N:30]=[C:29]([C:33]([OH:35])=[O:34])[CH:28]=1.[CH2:36]([N:38](CC)CC)[CH3:37].[CH2:43](O)C. Given the product [C:33]([C:29]1[CH:28]=[C:27]([N:38]2[CH2:25][CH2:20][CH:19]([N:18]([CH3:43])[C:5]3[CH:4]=[CH:3][C:2]([Cl:1])=[CH:17][C:6]=3[C:7]([NH:9][C:10]3[CH:15]=[CH:14][C:13]([Cl:16])=[CH:12][N:11]=3)=[O:8])[CH2:37][CH2:36]2)[CH:32]=[CH:31][N:30]=1)([OH:35])=[O:34], predict the reactants needed to synthesize it. (2) Given the product [Cl:19][C:7]1[C:6](=[O:20])[N:5]([CH2:1][CH2:2][CH:3]([CH3:21])[CH3:4])[CH:10]=[CH:9][C:8]=1[O:11][S:12]([C:15]([F:16])([F:17])[F:18])(=[O:14])=[O:13], predict the reactants needed to synthesize it. The reactants are: [CH2:1]([N:5]1[CH:10]=[CH:9][C:8]([O:11][S:12]([C:15]([F:18])([F:17])[F:16])(=[O:14])=[O:13])=[C:7]([Cl:19])[C:6]1=[O:20])[CH2:2][CH2:3][CH3:4].[CH:21]1(CN2C=CC(O)=CC2=O)CC1.C(N1C=CC(O)=CC1=O)CCC.C(OC1C=CNC(=O)C=1)C1C=CC=CC=1.C1(CBr)CC1. (3) Given the product [CH:1]([N:4]1[CH2:9][CH2:8][CH:7]([O:10][C:11]2[CH:19]=[CH:18][C:17]3[N:16]4[CH2:20][CH2:21][N:22]([CH2:28][C:29]([NH2:31])=[O:30])[C:23](=[O:24])[C:15]4=[CH:14][C:13]=3[CH:12]=2)[CH2:6][CH2:5]1)([CH3:3])[CH3:2], predict the reactants needed to synthesize it. The reactants are: [CH:1]([N:4]1[CH2:9][CH2:8][CH:7]([O:10][C:11]2[CH:19]=[CH:18][C:17]3[N:16]4[CH2:20][CH2:21][NH:22][C:23](=[O:24])[C:15]4=[CH:14][C:13]=3[CH:12]=2)[CH2:6][CH2:5]1)([CH3:3])[CH3:2].[H-].[Na+].Br[CH2:28][C:29]([NH2:31])=[O:30]. (4) Given the product [BrH:1].[C:19]([CH:11]([NH:3][CH2:4][C:5]([NH2:7])=[NH:6])[C:10]1[CH:13]=[C:14]([Cl:18])[CH:15]=[C:16]([Cl:17])[C:9]=1[Cl:8])#[N:20], predict the reactants needed to synthesize it. The reactants are: [BrH:1].Br.[NH2:3][CH2:4][C:5]([NH2:7])=[NH:6].[Cl:8][C:9]1[C:16]([Cl:17])=[CH:15][C:14]([Cl:18])=[CH:13][C:10]=1[CH:11]=O.[C-:19]#[N:20].[K+]. (5) Given the product [OH:16][CH2:17][C:15]1([N:2]2[N:3]=[N:4][CH:5]=[N:1]2)[CH:12]([C:6]2[CH:11]=[CH:10][CH:9]=[CH:8][CH:7]=2)[CH2:13][O:14]1, predict the reactants needed to synthesize it. The reactants are: [NH:1]1[CH:5]=[N:4][N:3]=[N:2]1.[C:6]1([CH:12]2[C:15]3([CH2:17][O:16]3)[O:14][CH2:13]2)[CH:11]=[CH:10][CH:9]=[CH:8][CH:7]=1. (6) Given the product [Cl:1][C:2]1[C:7]([C:8]2[CH:13]=[CH:12][CH:11]=[C:10]([CH2:14][CH3:15])[CH:9]=2)=[C:6]([C@@:16]([OH:25])([C@@H:26]2[CH2:31][CH2:30][CH2:29][N:28]([C:32]([N:34]3[CH2:38][CH2:37][NH:36][CH2:39][CH2:35]3)=[O:33])[CH2:27]2)[CH2:17][CH2:18][CH2:19][NH:20][C:21](=[O:22])[O:23][CH3:24])[CH:5]=[CH:4][CH:3]=1, predict the reactants needed to synthesize it. The reactants are: [Cl:1][C:2]1[C:7]([C:8]2[CH:13]=[CH:12][CH:11]=[C:10]([CH2:14][CH3:15])[CH:9]=2)=[C:6]([C:16]([CH:26]2[CH2:31][CH2:30][CH2:29][N:28]([C:32]([N:34]3[CH:38]=[CH:37][N+:36]([CH3:39])=[CH:35]3)=[O:33])[CH2:27]2)([OH:25])[CH2:17][CH2:18][CH2:19][NH:20][C:21]([O:23][CH3:24])=[O:22])[CH:5]=[CH:4][CH:3]=1.N1(C(OC(C)(C)C)=O)CCNCC1. (7) Given the product [Cl:16][C:2]1[C:11]2[C:6](=[C:7]([C:12]#[N:13])[CH:8]=[CH:9][CH:10]=2)[N:5]=[CH:4][CH:3]=1, predict the reactants needed to synthesize it. The reactants are: O=[C:2]1[C:11]2[C:6](=[C:7]([C:12]#[N:13])[CH:8]=[CH:9][CH:10]=2)[NH:5][CH:4]=[CH:3]1.P(Cl)(Cl)([Cl:16])=O.